Task: Predict which catalyst facilitates the given reaction.. Dataset: Catalyst prediction with 721,799 reactions and 888 catalyst types from USPTO (1) Reactant: CS(C)=O.C(Cl)(=O)C(Cl)=O.[CH2:11]([O:14][C:15](=[O:71])[NH:16][C@@H:17]([CH:68]([CH3:70])[CH3:69])[C:18]([NH:20][C@@H:21]([CH3:67])[C:22]([NH:24][C:25]1[CH:30]=[CH:29][C:28]([CH2:31][O:32][C:33](=[O:66])[NH:34][C:35]2[CH:40]=[C:39]([O:41][Si:42]([CH:49]([CH3:51])[CH3:50])([CH:46]([CH3:48])[CH3:47])[CH:43]([CH3:45])[CH3:44])[C:38]([O:52][CH3:53])=[CH:37][C:36]=2[C:54]([N:56]2[CH:60]=[C:59](/[CH:61]=[CH:62]/[CH3:63])[CH2:58][C@H:57]2[CH2:64][OH:65])=[O:55])=[CH:27][CH:26]=1)=[O:23])=[O:19])[CH:12]=[CH2:13].C(N(CC)CC)C. Product: [OH:65][C@@H:64]1[N:34]([C:33]([O:32][CH2:31][C:28]2[CH:27]=[CH:26][C:25]([NH:24][C:22](=[O:23])[C@@H:21]([NH:20][C:18](=[O:19])[C@@H:17]([NH:16][C:15]([O:14][CH2:11][CH:12]=[CH2:13])=[O:71])[CH:68]([CH3:70])[CH3:69])[CH3:67])=[CH:30][CH:29]=2)=[O:66])[C:35]2[CH:40]=[C:39]([O:41][Si:42]([CH:49]([CH3:50])[CH3:51])([CH:43]([CH3:45])[CH3:44])[CH:46]([CH3:48])[CH3:47])[C:38]([O:52][CH3:53])=[CH:37][C:36]=2[C:54](=[O:55])[N:56]2[CH:60]=[C:59](/[CH:61]=[CH:62]/[CH3:63])[CH2:58][C@@H:57]12. The catalyst class is: 2. (2) Reactant: [CH3:1][NH:2][CH2:3][C@H:4]([NH:11][C:12](=[O:18])[O:13][C:14]([CH3:17])([CH3:16])[CH3:15])[C:5]1[CH:10]=[CH:9][CH:8]=[CH:7][CH:6]=1.[CH3:19][C@H:20]([CH2:24][CH:25]=[CH2:26])[C:21](O)=[O:22]. Product: [CH3:1][N:2]([CH2:3][C@H:4]([NH:11][C:12](=[O:18])[O:13][C:14]([CH3:15])([CH3:17])[CH3:16])[C:5]1[CH:10]=[CH:9][CH:8]=[CH:7][CH:6]=1)[C:21](=[O:22])[C@H:20]([CH3:19])[CH2:24][CH:25]=[CH2:26]. The catalyst class is: 3. (3) Reactant: [Cl:1][C:2]1[CH:7]=[CH:6][CH:5]=[CH:4][C:3]=1[S:8]([C@H:11]1[CH2:15][N:14](C(OC(C)(C)C)=O)[C@H:13]([C:23]([O:25][CH3:26])=[O:24])[CH2:12]1)(=[O:10])=[O:9].FC(F)(F)C(O)=O. Product: [Cl:1][C:2]1[CH:7]=[CH:6][CH:5]=[CH:4][C:3]=1[S:8]([C@H:11]1[CH2:15][NH:14][C@H:13]([C:23]([O:25][CH3:26])=[O:24])[CH2:12]1)(=[O:9])=[O:10]. The catalyst class is: 4. (4) Reactant: [F:1][C:2]([F:26])([C:22]([F:25])([F:24])[F:23])[CH2:3][CH2:4][CH2:5][CH2:6][CH2:7][CH2:8][O:9][CH2:10][CH2:11][CH2:12][CH2:13][CH2:14][CH2:15][CH2:16][CH2:17][CH2:18][CH2:19][CH2:20][OH:21].CCN(CC)CC.[CH3:34][S:35](Cl)(=[O:37])=[O:36]. Product: [F:1][C:2]([F:26])([C:22]([F:23])([F:24])[F:25])[CH2:3][CH2:4][CH2:5][CH2:6][CH2:7][CH2:8][O:9][CH2:10][CH2:11][CH2:12][CH2:13][CH2:14][CH2:15][CH2:16][CH2:17][CH2:18][CH2:19][CH2:20][O:21][S:35]([CH3:34])(=[O:37])=[O:36]. The catalyst class is: 2.